Task: Predict the product of the given reaction.. Dataset: Forward reaction prediction with 1.9M reactions from USPTO patents (1976-2016) (1) The product is: [C:50]([C:49]1[CH:52]=[C:45]([C:43]2[S:44][C:40]([C:35]3[CH:36]=[CH:37][CH:38]=[C:39]4[C:34]=3[CH2:33][CH2:32][C@@H:31]4[NH:30][C:3](=[O:5])[CH2:2][OH:1])=[N:41][N:42]=2)[CH:46]=[CH:47][C:48]=1[O:53][CH:54]([CH3:56])[CH3:55])#[N:51]. Given the reactants [OH:1][CH2:2][C:3]([OH:5])=O.C1C=CC2N(O)N=NC=2C=1.C(Cl)CCl.CCN(C(C)C)C(C)C.Cl.[NH2:30][C@@H:31]1[C:39]2[C:34](=[C:35]([C:40]3[S:44][C:43]([C:45]4[CH:46]=[CH:47][C:48]([O:53][CH:54]([CH3:56])[CH3:55])=[C:49]([CH:52]=4)[C:50]#[N:51])=[N:42][N:41]=3)[CH:36]=[CH:37][CH:38]=2)[CH2:33][CH2:32]1, predict the reaction product. (2) Given the reactants Br[CH2:2][CH2:3][CH2:4][CH:5]=[CH2:6].[Mg].[CH:8]12[O:13][CH:9]1[CH2:10][CH2:11][CH2:12]2, predict the reaction product. The product is: [CH2:2]([C@@H:8]1[CH2:12][CH2:11][CH2:10][C@H:9]1[OH:13])[CH2:3][CH2:4][CH:5]=[CH2:6]. (3) Given the reactants C[Li].[Li+].[Br-].[Cl:5][C:6]1[CH:11]=[CH:10][C:9]([C:12]2[N:13]([C:23]3[CH:28]=[CH:27][C:26]([S:29]([CH3:32])(=[O:31])=[O:30])=[CH:25][CH:24]=3)[CH:14]=[C:15]([C:17](N(OC)C)=[O:18])[N:16]=2)=[CH:8][CH:7]=1.C[Li].[C:35](O)(=O)C, predict the reaction product. The product is: [Cl:5][C:6]1[CH:7]=[CH:8][C:9]([C:12]2[N:13]([C:23]3[CH:28]=[CH:27][C:26]([S:29]([CH3:32])(=[O:30])=[O:31])=[CH:25][CH:24]=3)[CH:14]=[C:15]([C:17](=[O:18])[CH3:35])[N:16]=2)=[CH:10][CH:11]=1. (4) Given the reactants [C:1]([C:4]1[CH:31]=[C:7]2[CH2:8][N:9]([C:13]([O:15][CH2:16][C:17]3[CH:22]=[C:21]([C:23]([F:26])([F:25])[F:24])[CH:20]=[C:19]([C:27]([F:30])([F:29])[F:28])[CH:18]=3)=[O:14])[CH2:10][CH2:11][CH2:12][N:6]2[N:5]=1)(=O)[CH3:2].[NH:32]1[CH2:37][CH2:36][CH2:35][CH2:34][CH2:33]1.[BH4-].[Na+], predict the reaction product. The product is: [N:32]1([CH:1]([C:4]2[CH:31]=[C:7]3[CH2:8][N:9]([C:13]([O:15][CH2:16][C:17]4[CH:22]=[C:21]([C:23]([F:26])([F:25])[F:24])[CH:20]=[C:19]([C:27]([F:30])([F:29])[F:28])[CH:18]=4)=[O:14])[CH2:10][CH2:11][CH2:12][N:6]3[N:5]=2)[CH3:2])[CH2:37][CH2:36][CH2:35][CH2:34][CH2:33]1. (5) Given the reactants CCN(C(C)C)C(C)C.[F:10][C:11]1[CH:31]=[CH:30][C:14]([CH2:15][N:16]2[CH:21]=[C:20]([C:22]([O:24][CH3:25])=[O:23])[C:19](=[O:26])[C:18]([C:27](O)=[O:28])=[CH:17]2)=[CH:13][CH:12]=1.CCOC(C(C#N)=NOC(N1CCOCC1)=[N+](C)C)=O.F[P-](F)(F)(F)(F)F.[CH3:59][C@H:60]1[O:65][C@@H:64]([CH3:66])[CH2:63][NH:62][CH2:61]1.Cl, predict the reaction product. The product is: [CH3:66][C@H:64]1[O:65][C@@H:60]([CH3:59])[CH2:61][N:62]([C:27]([C:18]2[C:19](=[O:26])[C:20]([C:22]([O:24][CH3:25])=[O:23])=[CH:21][N:16]([CH2:15][C:14]3[CH:30]=[CH:31][C:11]([F:10])=[CH:12][CH:13]=3)[CH:17]=2)=[O:28])[CH2:63]1. (6) The product is: [Br:38][C:4]1[CH:3]=[C:2]([Cl:1])[CH:7]=[CH:6][C:5]=1[C:8]1[N:12]([CH2:13][CH:14]2[CH2:19][CH2:18][CH2:17][CH2:16][CH2:15]2)[C:11]2[CH:25]=[C:26]([F:30])[C:27]([F:29])=[CH:28][C:10]=2[N:9]=1. Given the reactants [Cl:1][C:2]1[CH:7]=[CH:6][C:5]([C:8]2[N:12]([CH2:13][C:14]3[CH:19]=[CH:18][C:17](CCC(O)=O)=[CH:16][CH:15]=3)[C:11]3[CH:25]=[C:26]([F:30])[C:27]([F:29])=[CH:28][C:10]=3[N:9]=2)=[C:4](OCC2CCCC2)[CH:3]=1.[Br:38]C1C=C(Cl)C=CC=1C1NC2C=C(F)C(F)=CC=2N=1.BrCC1CCCCC1, predict the reaction product. (7) Given the reactants C[O:2][C:3]([C@H:5]1[N:9]2[C:10](=[O:36])[C:11]([NH:31][S:32]([CH3:35])(=[O:34])=[O:33])=[C:12]([CH2:20][C:21]3[C:30]4[C:25](=[CH:26][CH:27]=[CH:28][CH:29]=4)[CH:24]=[CH:23][CH:22]=3)[C:13]([C:14]3[CH:19]=[CH:18][CH:17]=[CH:16][CH:15]=3)=[C:8]2[S:7][CH2:6]1)=[O:4].[Li+].[OH-], predict the reaction product. The product is: [CH3:35][S:32]([NH:31][C:11]1[C:10](=[O:36])[N:9]2[C@H:5]([C:3]([OH:4])=[O:2])[CH2:6][S:7][C:8]2=[C:13]([C:14]2[CH:19]=[CH:18][CH:17]=[CH:16][CH:15]=2)[C:12]=1[CH2:20][C:21]1[C:30]2[C:25](=[CH:26][CH:27]=[CH:28][CH:29]=2)[CH:24]=[CH:23][CH:22]=1)(=[O:33])=[O:34].